The task is: Predict the product of the given reaction.. This data is from Forward reaction prediction with 1.9M reactions from USPTO patents (1976-2016). The product is: [F:37][C:38]([F:43])([F:42])[C:39]([OH:41])=[O:40].[Cl:1][C:2]1[CH:7]=[CH:6][CH:5]=[C:4]([CH:8]2[CH2:9][CH2:10]2)[C:3]=1[CH2:11][O:12][C:13]1[CH:18]=[CH:17][C:16]2[C:19]3([CH2:35][O:36][C:15]=2[CH:14]=1)[CH2:20][CH2:21][N:22]([CH2:25][CH:26]([CH3:34])[C:27]([OH:29])=[O:28])[CH2:23][CH2:24]3. Given the reactants [Cl:1][C:2]1[CH:7]=[CH:6][CH:5]=[C:4]([CH:8]2[CH2:10][CH2:9]2)[C:3]=1[CH2:11][O:12][C:13]1[CH:18]=[CH:17][C:16]2[C:19]3([CH2:35][O:36][C:15]=2[CH:14]=1)[CH2:24][CH2:23][N:22]([CH2:25][CH:26]([CH3:34])[C:27]([O:29]C(C)(C)C)=[O:28])[CH2:21][CH2:20]3.[F:37][C:38]([F:43])([F:42])[C:39]([OH:41])=[O:40], predict the reaction product.